Dataset: HIV replication inhibition screening data with 41,000+ compounds from the AIDS Antiviral Screen. Task: Binary Classification. Given a drug SMILES string, predict its activity (active/inactive) in a high-throughput screening assay against a specified biological target. (1) The result is 0 (inactive). The molecule is O=CCC1CCc2ccccc2C12CCC(=O)CC2. (2) The compound is CC(C)CC(NC(=O)CNC(=O)C(CC(C)C)NC(=O)C(Cc1cnc[nH]1)NC(=O)C(CC(N)=O)NC(=O)C1CCCN1C(=O)C(C)NC(=O)C(Cc1ccc(O)cc1)NC(=O)C(C)NC(=O)C1CCCN1C(=O)C(CCC(=O)O)NC(=O)C(CC(=O)O)NC(=O)C(Cc1ccccc1)NC(=O)C(CC(N)=O)NC(=O)C(C)N)C(=O)O. The result is 0 (inactive). (3) The compound is CC(=O)SCC1OC(n2cc(C)c(=O)[nH]c2=O)CC1O. The result is 0 (inactive). (4) The drug is COc1cc(C=C2C(=O)N(c3ccc(NC(C)=O)cc3)C(c3ccccc3)S2(=O)=O)cc(OC)c1OC. The result is 0 (inactive).